The task is: Regression. Given a peptide amino acid sequence and an MHC pseudo amino acid sequence, predict their binding affinity value. This is MHC class I binding data.. This data is from Peptide-MHC class I binding affinity with 185,985 pairs from IEDB/IMGT. (1) The peptide sequence is TPYDINQML. The MHC is HLA-A68:01 with pseudo-sequence HLA-A68:01. The binding affinity (normalized) is 0. (2) The peptide sequence is QAFEAGIDF. The MHC is HLA-A02:11 with pseudo-sequence HLA-A02:11. The binding affinity (normalized) is 0.0847. (3) The peptide sequence is EEILSQLY. The MHC is Mamu-B52 with pseudo-sequence Mamu-B52. The binding affinity (normalized) is 0.182.